Dataset: Reaction yield outcomes from USPTO patents with 853,638 reactions. Task: Predict the reaction yield, written as a fraction of the theoretical maximum amount of product (1.0 means a 100% yield; for example, 0.34 means a 34% yield). The reactants are [N+:1]([C:4]1[CH:8]=[CH:7][NH:6][N:5]=1)([O-:3])=[O:2].[C:9]([O:13][C:14]([N:16]1[CH2:19][CH:18](I)[CH2:17]1)=[O:15])([CH3:12])([CH3:11])[CH3:10].C(=O)([O-])[O-].[K+].[K+]. The catalyst is CN(C=O)C. The product is [N+:1]([C:4]1[CH:8]=[CH:7][N:6]([CH:18]2[CH2:17][N:16]([C:14]([O:13][C:9]([CH3:12])([CH3:11])[CH3:10])=[O:15])[CH2:19]2)[N:5]=1)([O-:3])=[O:2]. The yield is 0.800.